The task is: Predict the reaction yield, written as a fraction of the theoretical maximum amount of product (1.0 means a 100% yield; for example, 0.34 means a 34% yield).. This data is from Reaction yield outcomes from USPTO patents with 853,638 reactions. (1) The reactants are Cl[C:2]1[C:11]2[C:6](=[CH:7][C:8]([O:14][CH3:15])=[C:9]([O:12][CH3:13])[CH:10]=2)[N:5]=[CH:4][CH:3]=1.[OH:16][C:17]1[CH:18]=[C:19]([CH:28]=[CH:29][CH:30]=1)[C:20]([C:22]1[CH:27]=[CH:26][CH:25]=[CH:24][CH:23]=1)=[O:21].C(=O)([O-])O.[Na+]. No catalyst specified. The product is [CH3:13][O:12][C:9]1[CH:10]=[C:11]2[C:6](=[CH:7][C:8]=1[O:14][CH3:15])[N:5]=[CH:4][CH:3]=[C:2]2[O:16][C:17]1[CH:18]=[C:19]([C:20]([C:22]2[CH:27]=[CH:26][CH:25]=[CH:24][CH:23]=2)=[O:21])[CH:28]=[CH:29][CH:30]=1. The yield is 0.650. (2) The reactants are [Si:1]([O:8][C:9]1[CH:10]=[CH:11][C:12]2[C:16]([O:17][C:18]3[CH:23]=[CH:22][C:21](/[CH:24]=[CH:25]/[C:26]([OH:28])=[O:27])=[CH:20][CH:19]=3)=[C:15]([C:29]3[CH:34]=[CH:33][CH:32]=[CH:31][C:30]=3[CH:35]([CH3:37])[CH3:36])[S:14][C:13]=2[CH:38]=1)([C:4]([CH3:7])([CH3:6])[CH3:5])([CH3:3])[CH3:2].[CH3:39][CH:40](O)[CH3:41].Cl.CN(C)CCCN=C=NCC. The catalyst is C(Cl)Cl.CN(C)C1C=CN=CC=1.CCOC(C)=O.CCCCCCC. The product is [Si:1]([O:8][C:9]1[CH:10]=[CH:11][C:12]2[C:16]([O:17][C:18]3[CH:23]=[CH:22][C:21](/[CH:24]=[CH:25]/[C:26]([O:28][CH:40]([CH3:41])[CH3:39])=[O:27])=[CH:20][CH:19]=3)=[C:15]([C:29]3[CH:34]=[CH:33][CH:32]=[CH:31][C:30]=3[CH:35]([CH3:36])[CH3:37])[S:14][C:13]=2[CH:38]=1)([C:4]([CH3:5])([CH3:7])[CH3:6])([CH3:3])[CH3:2]. The yield is 0.550.